Dataset: Retrosynthesis with 50K atom-mapped reactions and 10 reaction types from USPTO. Task: Predict the reactants needed to synthesize the given product. (1) Given the product Cn1ncc(Br)c1NC(=O)c1cccc(-c2ccc(F)cc2)c1, predict the reactants needed to synthesize it. The reactants are: Cn1ncc(Br)c1NC(=O)c1cccc(I)c1.OB(O)c1ccc(F)cc1. (2) Given the product Cc1cc(-c2ccnc(C#N)c2)cc(C(=O)Nc2ccn(C)n2)n1, predict the reactants needed to synthesize it. The reactants are: Cc1cc(B2OC(C)(C)C(C)(C)O2)cc(C(=O)Nc2ccn(C)n2)n1.N#Cc1cc(Br)ccn1. (3) Given the product COC(=O)c1ccc(Nc2ccc(CN)nc2)c(C(F)(F)F)c1, predict the reactants needed to synthesize it. The reactants are: COC(=O)c1ccc(Nc2ccc(C#N)nc2)c(C(F)(F)F)c1. (4) Given the product Nc1cc(N)nc(SCCCC(=O)NC/C=C\COc2cc(CN3CCCCC3)ccn2)n1, predict the reactants needed to synthesize it. The reactants are: Nc1cc(N)nc(S)n1.O=C(CCCCl)NC/C=C\COc1cc(CN2CCCCC2)ccn1. (5) Given the product FC(F)(F)c1ccc(/C=C/c2nc(COc3ccc(CCCCCl)cc3)co2)cc1, predict the reactants needed to synthesize it. The reactants are: FC(F)(F)c1ccc(/C=C/c2nc(CCl)co2)cc1.Oc1ccc(CCCCCl)cc1. (6) Given the product O=C(c1cc(Cl)ncn1)N(Cc1ccccc1)CC(F)(F)F, predict the reactants needed to synthesize it. The reactants are: FC(F)(F)CNCc1ccccc1.O=C(O)c1cc(Cl)ncn1. (7) Given the product CC(C)n1cc(-c2nc(Oc3ccccc3)c(N)nc2-c2ccccc2)ccc1=O, predict the reactants needed to synthesize it. The reactants are: CC(C)n1cc(-c2nc(Br)c(N)nc2-c2ccccc2)ccc1=O.Oc1ccccc1. (8) Given the product CC1CCN(Cc2cc(=O)c3cc(Br)ccc3o2)CC1, predict the reactants needed to synthesize it. The reactants are: CC1CCNCC1.O=c1cc(CBr)oc2ccc(Br)cc12. (9) Given the product O=C1C(=NO)Nc2ccc(Br)cc21, predict the reactants needed to synthesize it. The reactants are: NO.O=C1Nc2ccc(Br)cc2C1=O.